This data is from Full USPTO retrosynthesis dataset with 1.9M reactions from patents (1976-2016). The task is: Predict the reactants needed to synthesize the given product. (1) Given the product [O:14]1[CH2:13][CH2:12][CH:11]([CH2:10][C@@H:9]2[NH:8][C:21](=[O:23])[CH2:20][NH:19][C:17]2=[O:18])[CH2:16][CH2:15]1, predict the reactants needed to synthesize it. The reactants are: C(OC([NH:8][C@H:9]([C:17]([NH:19][CH2:20][C:21]([O:23]C)=O)=[O:18])[CH2:10][CH:11]1[CH2:16][CH2:15][O:14][CH2:13][CH2:12]1)=O)(C)(C)C.C(O)(C(F)(F)F)=O. (2) Given the product [I:21][C:2]1[CH:10]=[C:9]2[C:5]([CH2:6][CH2:7][CH2:8]2)=[CH:4][C:3]=1[C:11]#[N:12], predict the reactants needed to synthesize it. The reactants are: N[C:2]1[CH:10]=[C:9]2[C:5]([CH2:6][CH2:7][CH2:8]2)=[CH:4][C:3]=1[C:11]#[N:12].N(OCCC(C)C)=O.[I-:21].